Dataset: Full USPTO retrosynthesis dataset with 1.9M reactions from patents (1976-2016). Task: Predict the reactants needed to synthesize the given product. Given the product [Br:1][C:2]1[C:3]([O:14][CH2:26][O:27][CH3:28])=[C:4]([CH2:12][CH3:13])[CH:5]=[C:6]([C:8]([CH3:9])([CH3:10])[CH3:11])[CH:7]=1, predict the reactants needed to synthesize it. The reactants are: [Br:1][C:2]1[CH:7]=[C:6]([C:8]([CH3:11])([CH3:10])[CH3:9])[CH:5]=[C:4]([CH2:12][CH3:13])[C:3]=1[OH:14].CCCCCC.C([Li])CCC.[CH3:26][O:27][CH2:28]Cl.